From a dataset of Forward reaction prediction with 1.9M reactions from USPTO patents (1976-2016). Predict the product of the given reaction. (1) Given the reactants CC1(C)C(C)(C)OB([C:9]2[CH:14]=[CH:13][C:12]([CH2:15][CH2:16][N:17]3[CH2:22][CH2:21][O:20][CH2:19][CH2:18]3)=[CH:11][CH:10]=2)O1.Br[C:25]1[CH:26]=[C:27]([C:32]2[N:33]=[N:34][N:35]([CH:37]([CH3:39])[CH3:38])[CH:36]=2)[C:28]([NH2:31])=[N:29][CH:30]=1.C([O-])([O-])=O.[Cs+].[Cs+].N#N, predict the reaction product. The product is: [CH:37]([N:35]1[CH:36]=[C:32]([C:27]2[C:28]([NH2:31])=[N:29][CH:30]=[C:25]([C:9]3[CH:10]=[CH:11][C:12]([CH2:15][CH2:16][N:17]4[CH2:18][CH2:19][O:20][CH2:21][CH2:22]4)=[CH:13][CH:14]=3)[CH:26]=2)[N:33]=[N:34]1)([CH3:39])[CH3:38]. (2) Given the reactants [NH2:1][C:2]1[CH:7]=[CH:6][C:5]([C:8]2[O:9][C:10]3[C:15]([C:16](=[O:18])[CH:17]=2)=[C:14]([O:19]C)[CH:13]=[C:12]([O:21]C)[C:11]=3[C@@H:23]2[CH2:27][CH2:26][N:25]([CH3:28])[C@H:24]2[CH2:29][OH:30])=[C:4]([Br:31])[CH:3]=1.Cl.N1C=CC=CC=1, predict the reaction product. The product is: [NH2:1][C:2]1[CH:7]=[CH:6][C:5]([C:8]2[O:9][C:10]3[C:15]([C:16](=[O:18])[CH:17]=2)=[C:14]([OH:19])[CH:13]=[C:12]([OH:21])[C:11]=3[C@@H:23]2[CH2:27][CH2:26][N:25]([CH3:28])[C@H:24]2[CH2:29][OH:30])=[C:4]([Br:31])[CH:3]=1. (3) The product is: [CH3:6][S:5][CH2:4][CH2:3][C@@H:2]1[CH2:7][O:8][C:9]([C:10]2[CH:15]=[CH:14][CH:13]=[CH:12][CH:11]=2)=[N:1]1. Given the reactants [NH2:1][C@@H:2]([CH2:7][OH:8])[CH2:3][CH2:4][S:5][CH3:6].[C:9](#N)[C:10]1[CH:15]=[CH:14][CH:13]=[CH:12][CH:11]=1, predict the reaction product. (4) Given the reactants [C:1]12C=[C:10]3[N:11]=[C:7]([CH:8]=[CH:9]3)[CH:6]=[C:4]3[NH:5][C:1]([CH:2]=[CH:3]3)=C[C:10]3=[N:11][C:7]([CH:8]=[CH:9]3)=[CH:6][C:4]([NH:5]1)=[CH:3][CH:2]=2.N1C=CC=C1, predict the reaction product. The product is: [CH:9]1[CH:8]=[C:7]([CH2:6][C:4]2[NH:5][CH:1]=[CH:2][CH:3]=2)[NH:11][CH:10]=1.